Dataset: Forward reaction prediction with 1.9M reactions from USPTO patents (1976-2016). Task: Predict the product of the given reaction. (1) Given the reactants [Si:1]([O:8][CH2:9][C:10]1[CH:17]=[CH:16][CH:15]=[C:14]([CH3:18])[C:11]=1[CH2:12][OH:13])([C:4]([CH3:7])([CH3:6])[CH3:5])([CH3:3])[CH3:2].N1C=NN=N1.[CH2:24]([O:27][P:28]([O:36][CH2:37][CH:38]=[CH2:39])N(C(C)C)C(C)C)[CH:25]=[CH2:26].C([O:44]O)(C)(C)C, predict the reaction product. The product is: [P:28]([O:13][CH2:12][C:11]1[C:14]([CH3:18])=[CH:15][CH:16]=[CH:17][C:10]=1[CH2:9][O:8][Si:1]([C:4]([CH3:7])([CH3:6])[CH3:5])([CH3:2])[CH3:3])([O:27][CH2:24][CH:25]=[CH2:26])([O:36][CH2:37][CH:38]=[CH2:39])=[O:44]. (2) Given the reactants [ClH:1].Cl.[F:3][C:4]1[C:5]2[N:6]([CH:25]=[C:26]([CH3:28])[N:27]=2)[CH:7]=[C:8]([NH:10][C:11](=[O:24])[C:12]2[CH:17]=[CH:16][C:15]([C:18]3[CH2:19][CH2:20][NH:21][CH2:22][CH:23]=3)=[N:14][CH:13]=2)[CH:9]=1, predict the reaction product. The product is: [ClH:1].[ClH:1].[F:3][C:4]1[C:5]2[N:6]([CH:25]=[C:26]([CH3:28])[N:27]=2)[CH:7]=[C:8]([NH:10][C:11](=[O:24])[C:12]2[CH:17]=[CH:16][C:15]([CH:18]3[CH2:23][CH2:22][NH:21][CH2:20][CH2:19]3)=[N:14][CH:13]=2)[CH:9]=1. (3) The product is: [CH3:26][N:27]([CH2:23][C:19]1[N:15]2[C:16](=[O:18])[CH:17]=[C:12]([CH2:11][N:3]([CH2:1][CH3:2])[C:4]3[CH:9]=[CH:8][C:7]([F:10])=[CH:6][CH:5]=3)[N:13]=[C:14]2[S:21][C:20]=1[CH3:22])[CH3:28]. Given the reactants [CH2:1]([N:3]([CH2:11][C:12]1[N:13]=[C:14]2[S:21][C:20]([CH3:22])=[C:19]([CH:23]=O)[N:15]2[C:16](=[O:18])[CH:17]=1)[C:4]1[CH:9]=[CH:8][C:7]([F:10])=[CH:6][CH:5]=1)[CH3:2].Cl.[CH3:26][NH:27][CH3:28].C(N(CC)CC)C.C([BH3-])#N.[Na+], predict the reaction product. (4) The product is: [CH:6]1[C:7]([CH2:8][C:9]2[C:17]3[C:12](=[C:13]([OH:19])[CH:14]=[C:15]([OH:18])[CH:16]=3)[C@H:11]([C:17]3[CH:16]=[C:15]([OH:18])[CH:14]=[C:13]([OH:19])[CH:12]=3)[C:10]=2[C:7]2[CH:2]=[CH:3][C:4]([OH:35])=[CH:5][CH:6]=2)=[CH:2][CH:3]=[C:4]([OH:35])[CH:5]=1. Given the reactants Cl.[CH:2]1[C:7](/[CH:8]=[C:9]2\[C@@H:10](C3C=C(O)C=C(O)C=3)[C@H:11](C3C=CC(O)=CC=3)[C:12]3[C:17]\2=[CH:16][C:15]([OH:18])=[CH:14][C:13]=3[OH:19])=[CH:6][CH:5]=[C:4]([OH:35])[CH:3]=1, predict the reaction product. (5) Given the reactants [CH3:1][O:2][C:3]1[C:11]2[S:10][C:9]([NH:12][C:13](=[O:16])[NH:14][CH3:15])=[C:8]([C:17]([N:19]3[CH2:24][CH2:23][C:22]4([CH2:33][C:32](=[O:34])[C:31]5[C:26](=[CH:27][CH:28]=[C:29]([C:35]([O:37]CC6C=CC=CC=6)=[O:36])[CH:30]=5)[O:25]4)[CH2:21][CH2:20]3)=[O:18])[C:7]=2[CH:6]=[CH:5][CH:4]=1.CO.CCOC(C)=O, predict the reaction product. The product is: [CH3:1][O:2][C:3]1[C:11]2[S:10][C:9]([NH:12][C:13](=[O:16])[NH:14][CH3:15])=[C:8]([C:17]([N:19]3[CH2:24][CH2:23][C:22]4([CH2:33][C:32](=[O:34])[C:31]5[C:26](=[CH:27][CH:28]=[C:29]([C:35]([OH:37])=[O:36])[CH:30]=5)[O:25]4)[CH2:21][CH2:20]3)=[O:18])[C:7]=2[CH:6]=[CH:5][CH:4]=1. (6) Given the reactants [Si]([O:8][C@H:9]([C:48]1[CH:53]=[CH:52][C:51]([OH:54])=[C:50]([NH:55][CH:56]=[O:57])[CH:49]=1)[CH2:10][NH:11][CH2:12][C:13]1[C:18]([CH3:19])=[CH:17][C:16]([NH:20][C:21]([CH2:23][CH2:24][N:25]2[CH2:30][CH2:29][CH:28]([O:31][C:32](=[O:46])[NH:33][C:34]3[CH:39]=[CH:38][CH:37]=[CH:36][C:35]=3[C:40]3[CH:45]=[CH:44][CH:43]=[CH:42][CH:41]=3)[CH2:27][CH2:26]2)=[O:22])=[C:15]([CH3:47])[CH:14]=1)(C(C)(C)C)(C)C.F.F.F.C(N(CC)CC)C, predict the reaction product. The product is: [CH:56]([NH:55][C:50]1[CH:49]=[C:48]([C@@H:9]([OH:8])[CH2:10][NH:11][CH2:12][C:13]2[C:18]([CH3:19])=[CH:17][C:16]([NH:20][C:21]([CH2:23][CH2:24][N:25]3[CH2:30][CH2:29][CH:28]([O:31][C:32](=[O:46])[NH:33][C:34]4[CH:39]=[CH:38][CH:37]=[CH:36][C:35]=4[C:40]4[CH:45]=[CH:44][CH:43]=[CH:42][CH:41]=4)[CH2:27][CH2:26]3)=[O:22])=[C:15]([CH3:47])[CH:14]=2)[CH:53]=[CH:52][C:51]=1[OH:54])=[O:57].